Dataset: Merck oncology drug combination screen with 23,052 pairs across 39 cell lines. Task: Regression. Given two drug SMILES strings and cell line genomic features, predict the synergy score measuring deviation from expected non-interaction effect. Drug 1: CN1C(=O)C=CC2(C)C3CCC4(C)C(NC(=O)OCC(F)(F)F)CCC4C3CCC12. Drug 2: NC1(c2ccc(-c3nc4ccn5c(=O)[nH]nc5c4cc3-c3ccccc3)cc2)CCC1. Cell line: OCUBM. Synergy scores: synergy=5.13.